This data is from Catalyst prediction with 721,799 reactions and 888 catalyst types from USPTO. The task is: Predict which catalyst facilitates the given reaction. (1) Product: [C:1]([O:5][C:6](=[O:18])[NH:7][C:8]1[C:13]([Br:14])=[CH:12][C:11]([NH2:15])=[CH:10][N:9]=1)([CH3:4])([CH3:2])[CH3:3]. Reactant: [C:1]([O:5][C:6](=[O:18])[NH:7][C:8]1[C:13]([Br:14])=[CH:12][C:11]([N+:15]([O-])=O)=[CH:10][N:9]=1)([CH3:4])([CH3:3])[CH3:2].[Sn](Cl)(Cl)(Cl)Cl. The catalyst class is: 14. (2) Reactant: [OH:1]S([O-])(=O)=O.[K+].[F:7][C:8]([F:17])([F:16])[CH2:9][CH2:10][CH2:11][S:12][CH2:13][C:14]#[N:15].S([O-])([O-])=O.[Na+].[Na+].[OH2:24]. Product: [F:17][C:8]([F:7])([F:16])[CH2:9][CH2:10][CH2:11][S:12]([CH2:13][C:14]#[N:15])(=[O:1])=[O:24]. The catalyst class is: 5.